This data is from Peptide-MHC class I binding affinity with 185,985 pairs from IEDB/IMGT. The task is: Regression. Given a peptide amino acid sequence and an MHC pseudo amino acid sequence, predict their binding affinity value. This is MHC class I binding data. (1) The peptide sequence is VHAVYDSML. The MHC is HLA-B07:02 with pseudo-sequence HLA-B07:02. The binding affinity (normalized) is 0.213. (2) The peptide sequence is LYKRETTHSA. The MHC is Patr-A0901 with pseudo-sequence Patr-A0901. The binding affinity (normalized) is 0.0795. (3) The peptide sequence is LPANLTLMM. The MHC is HLA-B83:01 with pseudo-sequence HLA-B83:01. The binding affinity (normalized) is 0.371. (4) The peptide sequence is RLDKPLWLH. The MHC is HLA-A25:01 with pseudo-sequence HLA-A25:01. The binding affinity (normalized) is 0.0847. (5) The peptide sequence is VRFPNITNL. The MHC is HLA-B40:01 with pseudo-sequence HLA-B40:01. The binding affinity (normalized) is 0.0847. (6) The peptide sequence is CYMHVSDFY. The MHC is HLA-B08:03 with pseudo-sequence HLA-B08:03. The binding affinity (normalized) is 0.0847.